From a dataset of Catalyst prediction with 721,799 reactions and 888 catalyst types from USPTO. Predict which catalyst facilitates the given reaction. (1) Reactant: [NH2:1][C:2]1[N:10]=[CH:9][N:8]=[C:7]2[C:3]=1[N:4]=[CH:5][N:6]2[C:11]1[CH:16]=[CH:15][C:14]([NH:17][C:18]([NH:20][C:21]2[CH:26]=[CH:25][C:24]([Cl:27])=[C:23]([C:28]([F:31])([F:30])[F:29])[CH:22]=2)=[O:19])=[CH:13][CH:12]=1.C([N-]C(C)C)(C)C.[Li+].[I:40]I.C(O)(=O)C. Product: [NH2:1][C:2]1[N:10]=[CH:9][N:8]=[C:7]2[C:3]=1[N:4]=[C:5]([I:40])[N:6]2[C:11]1[CH:12]=[CH:13][C:14]([NH:17][C:18]([NH:20][C:21]2[CH:26]=[CH:25][C:24]([Cl:27])=[C:23]([C:28]([F:30])([F:31])[F:29])[CH:22]=2)=[O:19])=[CH:15][CH:16]=1. The catalyst class is: 7. (2) Reactant: C[O:2][C:3](=[O:29])[C:4]1[CH:9]=[C:8]([Br:10])[C:7]([C:11]2[CH2:15][C:14]([C:20]3[CH:25]=[C:24]([Cl:26])[CH:23]=[C:22]([Cl:27])[CH:21]=3)([C:16]([F:19])([F:18])[F:17])[O:13][N:12]=2)=[CH:6][C:5]=1[CH3:28].[OH-].[K+].Cl. Product: [Br:10][C:8]1[C:7]([C:11]2[CH2:15][C:14]([C:20]3[CH:21]=[C:22]([Cl:27])[CH:23]=[C:24]([Cl:26])[CH:25]=3)([C:16]([F:18])([F:19])[F:17])[O:13][N:12]=2)=[CH:6][C:5]([CH3:28])=[C:4]([CH:9]=1)[C:3]([OH:29])=[O:2]. The catalyst class is: 193.